From a dataset of Forward reaction prediction with 1.9M reactions from USPTO patents (1976-2016). Predict the product of the given reaction. (1) Given the reactants COC[N:4]1[C:12]2[C:7](=[CH:8][CH:9]=[CH:10][C:11]=2[N:13]([S:15]([C:18]2[CH:23]=[CH:22][CH:21]=[CH:20][C:19]=2[O:24][CH3:25])(=[O:17])=[O:16])[CH3:14])[CH:6]=[C:5]1[C:26]([O:28]CC)=[O:27].Cl.O1CCCC1, predict the reaction product. The product is: [CH3:25][O:24][C:19]1[CH:20]=[CH:21][CH:22]=[CH:23][C:18]=1[S:15]([N:13]([CH3:14])[C:11]1[CH:10]=[CH:9][CH:8]=[C:7]2[C:12]=1[NH:4][C:5]([C:26]([OH:28])=[O:27])=[CH:6]2)(=[O:17])=[O:16]. (2) Given the reactants [N:1]([CH2:4][CH:5]([NH:10][C:11](=[O:17])[O:12][C:13]([CH3:16])([CH3:15])[CH3:14])[CH2:6][O:7][CH2:8][CH3:9])=[N+]=[N-], predict the reaction product. The product is: [NH2:1][CH2:4][CH:5]([NH:10][C:11](=[O:17])[O:12][C:13]([CH3:16])([CH3:15])[CH3:14])[CH2:6][O:7][CH2:8][CH3:9]. (3) Given the reactants [Br:1][C:2]1[CH:7]=[CH:6][C:5]([F:8])=[CH:4][C:3]=1[C:9]1[NH:13][N:12]=[N:11][N:10]=1.CI.[C:16](=O)([O-])[O-].[K+].[K+].C(Cl)Cl, predict the reaction product. The product is: [Br:1][C:2]1[CH:7]=[CH:6][C:5]([F:8])=[CH:4][C:3]=1[C:9]1[N:10]=[N:11][N:12]([CH3:16])[N:13]=1. (4) Given the reactants Br[C:2]1[C:3]([Cl:18])=[C:4]([NH:10][C:11](=[O:17])[O:12][C:13]([CH3:16])([CH3:15])[CH3:14])[CH:5]=[C:6]([C:8]#[N:9])[CH:7]=1.[Si:19]([O:26][CH:27]1[CH2:32][CH2:31][NH:30][CH2:29][CH2:28]1)([C:22]([CH3:25])([CH3:24])[CH3:23])([CH3:21])[CH3:20].C(=O)([O-])[O-].[Cs+].[Cs+].C1C=CC(P(C2C(C3C(P(C4C=CC=CC=4)C4C=CC=CC=4)=CC=C4C=3C=CC=C4)=C3C(C=CC=C3)=CC=2)C2C=CC=CC=2)=CC=1, predict the reaction product. The product is: [Si:19]([O:26][CH:27]1[CH2:28][CH2:29][N:30]([C:2]2[C:3]([Cl:18])=[C:4]([NH:10][C:11](=[O:17])[O:12][C:13]([CH3:16])([CH3:15])[CH3:14])[CH:5]=[C:6]([C:8]#[N:9])[CH:7]=2)[CH2:31][CH2:32]1)([C:22]([CH3:25])([CH3:24])[CH3:23])([CH3:21])[CH3:20]. (5) Given the reactants Br[C:2]1[CH:10]=[CH:9][C:8]([CH3:11])=[C:7]2[C:3]=1[CH:4]=[CH:5][NH:6]2.[CH3:12][N:13]1C(=O)CCC1, predict the reaction product. The product is: [CH3:11][C:8]1[C:7]2[NH:6][CH:5]=[CH:4][C:3]=2[C:2]([C:12]#[N:13])=[CH:10][CH:9]=1. (6) Given the reactants [OH-].[Na+].[Cl:3][C:4]1[CH:5]=[C:6]([C:14]2[O:18][N:17]=[C:16]([C:19]3[CH:24]=[N:23][CH:22]=[C:21]4[N:25]([CH2:28][CH2:29][CH2:30][C:31]([O:33]CC)=[O:32])[CH:26]=[CH:27][C:20]=34)[N:15]=2)[CH:7]=[N:8][C:9]=1[O:10][CH:11]([CH3:13])[CH3:12], predict the reaction product. The product is: [Cl:3][C:4]1[CH:5]=[C:6]([C:14]2[O:18][N:17]=[C:16]([C:19]3[CH:24]=[N:23][CH:22]=[C:21]4[N:25]([CH2:28][CH2:29][CH2:30][C:31]([OH:33])=[O:32])[CH:26]=[CH:27][C:20]=34)[N:15]=2)[CH:7]=[N:8][C:9]=1[O:10][CH:11]([CH3:13])[CH3:12]. (7) Given the reactants [F:1][C:2]1[CH:7]=[C:6]([F:8])[CH:5]=[CH:4][C:3]=1[C@@:9]([NH:20][S@@](C(C)(C)C)=O)([CH2:11][C@@H:12]([OH:19])[C:13]1[CH:14]=[N:15][CH:16]=[N:17][CH:18]=1)[CH3:10].[ClH:27], predict the reaction product. The product is: [ClH:27].[NH2:20][C@@:9]([C:3]1[CH:4]=[CH:5][C:6]([F:8])=[CH:7][C:2]=1[F:1])([CH3:10])[CH2:11][C@H:12]([C:13]1[CH:14]=[N:15][CH:16]=[N:17][CH:18]=1)[OH:19]. (8) Given the reactants [CH3:1][N:2]([CH3:33])[CH2:3][CH2:4][CH2:5][C:6]([O:8][C:9]1[CH:32]=[CH:31][C:12]2[NH:13][C:14]([C:16]3[C:28]4[C:27]5[C:22](=[CH:23][CH:24]=[CH:25][CH:26]=5)[C:21](=[N:29]O)[C:20]=4[CH:19]=[CH:18][CH:17]=3)=[N:15][C:11]=2[CH:10]=1)=[O:7].O.[C:35](O)(=O)C, predict the reaction product. The product is: [CH:9]([O:8][CH:6]([CH3:5])[CH3:35])([CH3:10])[CH3:32].[CH3:33][N:2]([CH3:1])[CH2:3][CH2:4][CH2:5][C:6]([O:8][C:9]1[CH:32]=[CH:31][C:12]2[NH:13][C:14]([C:16]3[C:28]4[C:27]5[C:22](=[CH:23][CH:24]=[CH:25][CH:26]=5)[CH:21]([NH2:29])[C:20]=4[CH:19]=[CH:18][CH:17]=3)=[N:15][C:11]=2[CH:10]=1)=[O:7]. (9) Given the reactants [H-].[Na+].[Cl:3][C:4]1[CH:5]=[C:6]([C:11]2([C:31]([F:34])([F:33])[F:32])[O:15][N:14]=[C:13]([C:16]3[C:25]4[C:20](=[CH:21][CH:22]=[CH:23][CH:24]=4)[C:19]([C:26]4[CH:27]=[N:28][NH:29][CH:30]=4)=[CH:18][CH:17]=3)[CH2:12]2)[CH:7]=[C:8]([Cl:10])[CH:9]=1.I[CH2:36][C:37]([F:40])([F:39])[F:38].O, predict the reaction product. The product is: [Cl:10][C:8]1[CH:7]=[C:6]([C:11]2([C:31]([F:32])([F:34])[F:33])[O:15][N:14]=[C:13]([C:16]3[C:25]4[C:20](=[CH:21][CH:22]=[CH:23][CH:24]=4)[C:19]([C:26]4[CH:30]=[N:29][N:28]([CH2:36][C:37]([F:40])([F:39])[F:38])[CH:27]=4)=[CH:18][CH:17]=3)[CH2:12]2)[CH:5]=[C:4]([Cl:3])[CH:9]=1.